This data is from Reaction yield outcomes from USPTO patents with 853,638 reactions. The task is: Predict the reaction yield, written as a fraction of the theoretical maximum amount of product (1.0 means a 100% yield; for example, 0.34 means a 34% yield). (1) The reactants are Br[C:2]1[CH:3]=[C:4]([C:8]2[CH:9]=[CH:10][C:11]3[N:12]([C:21](=[O:23])[CH3:22])[C:13]4[C:18]([C:19]=3[CH:20]=2)=[CH:17][CH:16]=[CH:15][CH:14]=4)[CH:5]=[CH:6][CH:7]=1.CC1(C)C(C)(C)OB([C:32]2[CH:33]=[C:34]([N:38]3[C:50]4[CH:49]=[CH:48][CH:47]=[CH:46][C:45]=4[C:44]4[C:39]3=[CH:40][CH:41]=[CH:42][CH:43]=4)[CH:35]=[CH:36][CH:37]=2)O1.COC1C=CC=C(OC)C=1C1C=CC=CC=1P(C1CCCCC1)C1CCCCC1.[O-]P([O-])([O-])=O.[K+].[K+].[K+]. The catalyst is C1(C)C=CC=CC=1.O.C1C=CC(/C=C/C(/C=C/C2C=CC=CC=2)=O)=CC=1.C1C=CC(/C=C/C(/C=C/C2C=CC=CC=2)=O)=CC=1.C1C=CC(/C=C/C(/C=C/C2C=CC=CC=2)=O)=CC=1.[Pd].[Pd]. The product is [CH:40]1[C:39]2[N:38]([C:34]3[CH:33]=[C:32]([C:2]4[CH:7]=[CH:6][CH:5]=[C:4]([C:8]5[CH:9]=[CH:10][C:11]6[N:12]([C:21](=[O:23])[CH3:22])[C:13]7[C:18]([C:19]=6[CH:20]=5)=[CH:17][CH:16]=[CH:15][CH:14]=7)[CH:3]=4)[CH:37]=[CH:36][CH:35]=3)[C:50]3[C:45](=[CH:46][CH:47]=[CH:48][CH:49]=3)[C:44]=2[CH:43]=[CH:42][CH:41]=1. The yield is 0.890. (2) The reactants are [NH2:1][C:2]1[CH:22]=[CH:21][C:5]([O:6][C:7]2[CH:12]=[CH:11][N:10]=[C:9]([NH:13][C:14]([N:16]3[CH2:20][CH2:19][CH2:18][CH2:17]3)=[O:15])[CH:8]=2)=[C:4]([Cl:23])[CH:3]=1.C(N(CC)CC)C.[F:31][P-](F)(F)(F)(F)F.[N:38]1(O[P+](N(C)C)(N(C)C)N(C)C)[C:42]2[CH:43]=[CH:44][CH:45]=[CH:46][C:41]=2N=N1.C([O:60][CH2:61][CH3:62])C.CN(C)[CH:65]=[O:66]. No catalyst specified. The product is [Cl:23][C:4]1[CH:3]=[C:2]([NH:1][C:61](=[O:60])[CH2:62][C:65]([NH:38][C:42]2[CH:43]=[CH:44][C:45]([F:31])=[CH:46][CH:41]=2)=[O:66])[CH:22]=[CH:21][C:5]=1[O:6][C:7]1[CH:12]=[CH:11][N:10]=[C:9]([NH:13][C:14]([N:16]2[CH2:17][CH2:18][CH2:19][CH2:20]2)=[O:15])[CH:8]=1. The yield is 0.677.